Dataset: Catalyst prediction with 721,799 reactions and 888 catalyst types from USPTO. Task: Predict which catalyst facilitates the given reaction. (1) Reactant: Br[C:2]([F:10])([F:9])[C:3]([F:8])([F:7])[CH2:4][CH2:5][OH:6].C([O-])(O)=O.[Na+:15].[O-:16][S:17](S([O-])=O)=[O:18].[Na+].[Na+].[Br-]. Product: [OH:6][CH2:5][CH2:4][C:3]([F:8])([F:7])[C:2]([F:10])([F:9])[S:17]([O-:18])=[O:16].[Na+:15]. The catalyst class is: 47. (2) Reactant: [NH2:1][C:2]1[C:7]([C:8]2[N:37]([C:38]3[CH:43]=[CH:42][C:41]([C:44]4([NH:48][C:49](=[O:55])[O:50][C:51]([CH3:54])([CH3:53])[CH3:52])[CH2:47][CH2:46][CH2:45]4)=[CH:40][CH:39]=3)[C:11]3=[N:12][C:13]([C:16]4[CH:21]=[CH:20][CH:19]=[C:18]([N:22]5[CH2:27][CH2:26][O:25][C@H:24]([CH2:28][O:29]CC6C=CC=CC=6)[CH2:23]5)[CH:17]=4)=[CH:14][CH:15]=[C:10]3[N:9]=2)=[CH:6][CH:5]=[CH:4][N:3]=1. Product: [NH2:1][C:2]1[C:7]([C:8]2[N:37]([C:38]3[CH:43]=[CH:42][C:41]([C:44]4([NH:48][C:49](=[O:55])[O:50][C:51]([CH3:53])([CH3:52])[CH3:54])[CH2:45][CH2:46][CH2:47]4)=[CH:40][CH:39]=3)[C:11]3=[N:12][C:13]([C:16]4[CH:21]=[CH:20][CH:19]=[C:18]([N:22]5[CH2:27][CH2:26][O:25][C@H:24]([CH2:28][OH:29])[CH2:23]5)[CH:17]=4)=[CH:14][CH:15]=[C:10]3[N:9]=2)=[CH:6][CH:5]=[CH:4][N:3]=1. The catalyst class is: 19. (3) Product: [C:1]([O:6][CH2:7][C@H:8]1[O:10][CH2:9]1)(=[O:5])[CH2:2][CH2:3][CH3:4]. Reactant: [C:1]([O:6][CH2:7][CH:8]1[O:10][CH2:9]1)(=[O:5])[CH2:2][CH2:3][CH3:4].CC(O)=O.O.C(OCC1C=CC=CC=1)[C@@H]1OC1. The catalyst class is: 1. (4) Reactant: [CH2:1]([O:3][C:4]([C:6]1[C:7]([CH3:23])=[C:8]([C:16]([O:18][C:19]([CH3:22])([CH3:21])[CH3:20])=[O:17])[NH:9][C:10]=1[CH2:11][CH2:12][CH2:13][CH2:14]Br)=[O:5])[CH3:2].[CH2:24]([N:26](CC)[CH2:27][CH2:28]N)[CH3:25]. Product: [CH2:1]([O:3][C:4]([C:6]1[C:7]([CH3:23])=[C:8]([C:16]([O:18][C:19]([CH3:22])([CH3:21])[CH3:20])=[O:17])[NH:9][C:10]=1[CH2:11][CH2:12][CH2:13][CH2:14][N:26]([CH2:27][CH3:28])[CH2:24][CH3:25])=[O:5])[CH3:2]. The catalyst class is: 4. (5) Reactant: [N:1]([C:4]1[C:13]([C:14]2[CH:19]=[CH:18][C:17]([C:20]([N:22]3[CH2:27][CH2:26][O:25][CH2:24][CH2:23]3)=[O:21])=[CH:16][CH:15]=2)=[N:12][C:11]([Br:28])=[CH:10][C:5]=1[C:6]([O:8][CH3:9])=[O:7])=[N+]=[N-]. Product: [Br:28][C:11]1[CH:10]=[C:5]([C:6]([O:8][CH3:9])=[O:7])[C:4]2[NH:1][C:15]3[CH:16]=[C:17]([C:20]([N:22]4[CH2:27][CH2:26][O:25][CH2:24][CH2:23]4)=[O:21])[CH:18]=[CH:19][C:14]=3[C:13]=2[N:12]=1. The catalyst class is: 262.